From a dataset of Forward reaction prediction with 1.9M reactions from USPTO patents (1976-2016). Predict the product of the given reaction. (1) Given the reactants [Br:1][C:2]1[CH:7]=[C:6]([CH:8]([CH3:10])[CH3:9])[CH:5]=[CH:4][C:3]=1[NH:11][C:12]1[N:13]=[C:14]([CH3:25])[C:15]2[CH:20]=[CH:19][N:18]([CH2:21][CH2:22][O:23][CH3:24])[C:16]=2[N:17]=1.I[CH2:27][CH3:28].[H-].[Na+].[OH-].[Na+], predict the reaction product. The product is: [Br:1][C:2]1[CH:7]=[C:6]([CH:8]([CH3:10])[CH3:9])[CH:5]=[CH:4][C:3]=1[N:11]([CH2:27][CH3:28])[C:12]1[N:13]=[C:14]([CH3:25])[C:15]2[CH:20]=[CH:19][N:18]([CH2:21][CH2:22][O:23][CH3:24])[C:16]=2[N:17]=1. (2) Given the reactants [CH:1]1([C:4]2[CH:5]=[CH:6][C:7]([C:10]([F:15])([F:14])[C:11]([OH:13])=O)=[N:8][CH:9]=2)[CH2:3][CH2:2]1.P(Cl)(Cl)(Cl)=O.Cl.[NH2:22][CH2:23][C:24]1[CH:25]=[C:26]2[C:30](=[CH:31][CH:32]=1)[C:29](=[O:33])[N:28]([CH:34]1[CH2:39][CH2:38][C:37](=[O:40])[NH:36][C:35]1=[O:41])[CH2:27]2.C(=O)(O)[O-].[Na+], predict the reaction product. The product is: [CH:1]1([C:4]2[CH:5]=[CH:6][C:7]([C:10]([F:15])([F:14])[C:11]([NH:22][CH2:23][C:24]3[CH:25]=[C:26]4[C:30](=[CH:31][CH:32]=3)[C:29](=[O:33])[N:28]([CH:34]3[CH2:39][CH2:38][C:37](=[O:40])[NH:36][C:35]3=[O:41])[CH2:27]4)=[O:13])=[N:8][CH:9]=2)[CH2:2][CH2:3]1. (3) Given the reactants CO[C:3]1([C:8]2[CH:13]=[CH:12][C:11]([S:14][CH3:15])=[CH:10][CH:9]=2)[C:5]([CH3:7])([CH3:6])[O:4]1.[CH2:16]([NH:19][CH2:20][CH2:21][CH3:22])[CH2:17][CH3:18].CSC1C=CC(C(C2(N3CCCC3)CCCCC2)=O)=CC=1, predict the reaction product. The product is: [CH2:16]([N:19]([CH2:20][CH2:21][CH3:22])[C:5]([CH3:7])([CH3:6])[C:3]([C:8]1[CH:13]=[CH:12][C:11]([S:14][CH3:15])=[CH:10][CH:9]=1)=[O:4])[CH2:17][CH3:18]. (4) Given the reactants [C:1]([N:8]1[CH2:13][CH:12]=[C:11](B2OC(C)(C)C(C)(C)O2)[CH2:10][CH2:9]1)([O:3][C:4]([CH3:7])([CH3:6])[CH3:5])=[O:2].Br[C:24]1[CH:29]=[CH:28][C:27]([N+:30]([O-:32])=[O:31])=[CH:26][C:25]=1[CH3:33].C([O-])([O-])=O.[Na+].[Na+], predict the reaction product. The product is: [CH3:33][C:25]1[CH:26]=[C:27]([N+:30]([O-:32])=[O:31])[CH:28]=[CH:29][C:24]=1[C:11]1[CH2:10][CH2:9][N:8]([C:1]([O:3][C:4]([CH3:5])([CH3:6])[CH3:7])=[O:2])[CH2:13][CH:12]=1. (5) The product is: [CH3:1][O:2][C:3]1[CH:4]=[C:5]2[C:10](=[CH:11][C:12]=1[O:13][CH3:14])[C:9](=[O:15])[NH:8][CH2:7]/[C:6]/2=[CH:16]\[C:17]([NH:20][C:21]1[CH:30]=[CH:29][CH:28]=[CH:27][C:22]=1[C:23]([O:25][CH3:26])=[O:24])=[O:19]. Given the reactants [CH3:1][O:2][C:3]1[CH:4]=[C:5]2[C:10](=[CH:11][C:12]=1[O:13][CH3:14])[C:9](=[O:15])[NH:8][CH2:7]/[C:6]/2=[CH:16]\[C:17]([OH:19])=O.[NH2:20][C:21]1[CH:30]=[CH:29][CH:28]=[CH:27][C:22]=1[C:23]([O:25][CH3:26])=[O:24].C1C=CC2N(O)N=NC=2C=1.CCN=C=NCCCN(C)C.CCN(CC)CC, predict the reaction product. (6) Given the reactants [Cl:1][C:2]1[N:7]=[CH:6][C:5]([CH2:8][C:9]#[N:10])=[CH:4][CH:3]=1.Br[CH2:12][CH2:13]Br, predict the reaction product. The product is: [Cl:1][C:2]1[N:7]=[CH:6][C:5]([C:8]2([C:9]#[N:10])[CH2:13][CH2:12]2)=[CH:4][CH:3]=1. (7) Given the reactants [CH2:1]([O:3][C:4]([C:6]1[N:7]([C:16]2[CH:21]=[CH:20][C:19]([CH:22]=[N:23]O)=[CH:18][CH:17]=2)[C:8]2[C:13]([C:14]=1[Cl:15])=[CH:12][CH:11]=[CH:10][CH:9]=2)=[O:5])[CH3:2].C(O)C.Cl, predict the reaction product. The product is: [CH2:1]([O:3][C:4]([C:6]1[N:7]([C:16]2[CH:17]=[CH:18][C:19]([CH2:22][NH2:23])=[CH:20][CH:21]=2)[C:8]2[C:13]([C:14]=1[Cl:15])=[CH:12][CH:11]=[CH:10][CH:9]=2)=[O:5])[CH3:2].